From a dataset of Forward reaction prediction with 1.9M reactions from USPTO patents (1976-2016). Predict the product of the given reaction. (1) Given the reactants [CH3:1][C:2]1[CH:7]=[CH:6][N:5]=[CH:4][C:3]=1[C:8]#[N:9].C[O:11][C:12](OC)(N(C)C)[CH3:13], predict the reaction product. The product is: [CH2:1]([C:2]1[CH:7]=[CH:6][N:5]=[CH:4][C:3]=1[C:8]#[N:9])[C:12]([CH3:13])=[O:11]. (2) Given the reactants Cl[C:2]1[CH:3]=[N:4][C:5]2[C:10]([N:11]=1)=[CH:9][C:8]([C:12]([C:14]1[C:15]([F:35])=[C:16]([N:22](S(CCC)(=O)=O)[S:23]([CH2:26][CH2:27][CH3:28])(=[O:25])=[O:24])[CH:17]=[C:18]([F:21])[C:19]=1[F:20])=[O:13])=[CH:7][CH:6]=2.[CH3:36][C:37]1[NH:38][CH:39]=[CH:40][N:41]=1.C([O-])([O-])=O.[Cs+].[Cs+], predict the reaction product. The product is: [F:35][C:15]1[C:14]([C:12]([C:8]2[CH:9]=[C:10]3[C:5](=[CH:6][CH:7]=2)[N:4]=[CH:3][C:2]([N:38]2[CH:39]=[CH:40][N:41]=[C:37]2[CH3:36])=[N:11]3)=[O:13])=[C:19]([F:20])[C:18]([F:21])=[CH:17][C:16]=1[NH:22][S:23]([CH2:26][CH2:27][CH3:28])(=[O:24])=[O:25]. (3) The product is: [CH3:25][C@H:15]1[NH:16][CH2:17][C@H:12]([O:11][C:6]2[C:5]([C:2]([OH:1])([CH3:4])[CH3:3])=[CH:10][CH:9]=[CH:8][N:7]=2)[CH2:13][CH2:14]1. Given the reactants [OH:1][C:2]([C:5]1[C:6]([O:11][CH:12]2[CH2:17][N:16](C(OC(C)(C)C)=O)[CH:15]([CH3:25])[CH2:14][CH2:13]2)=[N:7][CH:8]=[CH:9][CH:10]=1)([CH3:4])[CH3:3].Cl, predict the reaction product. (4) The product is: [F:27][C:21]1[CH:22]=[C:23]([F:26])[CH:24]=[CH:25][C:20]=1[N:16]1[C:15]([C:9]2[S:8][C:7]3[C:6]4[N:28]=[C:2]([NH:38][CH2:37][CH2:36][N:33]5[CH2:34][CH2:35][N:30]([CH3:29])[CH2:31][CH2:32]5)[CH:3]=[CH:4][C:5]=4[O:14][CH2:13][CH2:12][C:11]=3[CH:10]=2)=[N:19][CH:18]=[N:17]1. Given the reactants Cl[C:2]1[CH:3]=[CH:4][C:5]2[O:14][CH2:13][CH2:12][C:11]3[CH:10]=[C:9]([C:15]4[N:16]([C:20]5[CH:25]=[CH:24][C:23]([F:26])=[CH:22][C:21]=5[F:27])[N:17]=[CH:18][N:19]=4)[S:8][C:7]=3[C:6]=2[N:28]=1.[CH3:29][N:30]1[CH2:35][CH2:34][N:33]([CH2:36][CH2:37][NH2:38])[CH2:32][CH2:31]1.CC(C1C=C(C(C)C)C(C2C=CC=CC=2P(C2CCCCC2)C2CCCCC2)=C(C(C)C)C=1)C.CC(C)([O-])C, predict the reaction product.